From a dataset of Full USPTO retrosynthesis dataset with 1.9M reactions from patents (1976-2016). Predict the reactants needed to synthesize the given product. Given the product [ClH:30].[CH2:1]([O:3][CH:4]([CH2:9][C:10]1[CH:11]=[CH:12][C:13]([O:16][CH2:17][C:18]2[N:22]([CH3:23])[C:21]3[CH:24]=[C:25]([O:28][CH3:29])[CH:26]=[CH:27][C:20]=3[N:19]=2)=[CH:14][CH:15]=1)[C:5]([OH:7])=[O:6])[CH3:2], predict the reactants needed to synthesize it. The reactants are: [CH2:1]([O:3][CH:4]([CH2:9][C:10]1[CH:15]=[CH:14][C:13]([O:16][CH2:17][C:18]2[N:22]([CH3:23])[C:21]3[CH:24]=[C:25]([O:28][CH3:29])[CH:26]=[CH:27][C:20]=3[N:19]=2)=[CH:12][CH:11]=1)[C:5]([O:7]C)=[O:6])[CH3:2].[ClH:30].